Dataset: Forward reaction prediction with 1.9M reactions from USPTO patents (1976-2016). Task: Predict the product of the given reaction. (1) Given the reactants [Br:1][C:2]1[CH:7]=[CH:6][C:5]([C:8]2[CH:16]=[CH:15][CH:14]=[C:13]3[C:9]=2[CH2:10][C:11](=[O:17])[NH:12]3)=[CH:4][CH:3]=1.[N:18]1([CH2:23][CH2:24][NH:25][C:26]([C:28]2[C:32]([CH3:33])=[C:31]([CH:34]=O)[NH:30][C:29]=2[CH3:36])=[O:27])[CH2:22][CH2:21][CH2:20][CH2:19]1, predict the reaction product. The product is: [N:18]1([CH2:23][CH2:24][NH:25][C:26]([C:28]2[C:32]([CH3:33])=[C:31]([CH:34]=[C:10]3[C:9]4[C:13](=[CH:14][CH:15]=[CH:16][C:8]=4[C:5]4[CH:4]=[CH:3][C:2]([Br:1])=[CH:7][CH:6]=4)[NH:12][C:11]3=[O:17])[NH:30][C:29]=2[CH3:36])=[O:27])[CH2:22][CH2:21][CH2:20][CH2:19]1. (2) Given the reactants [H-].[Al+3].[Li+].[H-].[H-].[H-].O[CH2:8][CH:9]([CH2:11][CH2:12][CH2:13][C@H:14]([C@@H:16]1[C@:33]2([CH3:34])[C@H:19]([C:20]3[CH2:21][CH2:22][C@:23]4([CH:35]=[O:36])[C@:28]([C:30]=3[CH2:31][CH2:32]2)([CH3:29])[CH2:27][CH2:26][CH2:25][CH2:24]4)[CH2:18][CH2:17]1)[CH3:15])[CH3:10].O.[OH-].[Na+], predict the reaction product. The product is: [OH:36][CH2:35][C@:23]12[CH2:24][CH2:25][CH2:26][CH2:27][C@:28]1([CH3:29])[C:30]1[CH2:31][CH2:32][C@@:33]3([CH3:34])[C@@H:19]([CH2:18][CH2:17][C@@H:16]3[C@H:14]([CH3:15])[CH2:13][CH2:12][CH2:11][CH:9]([CH3:10])[CH3:8])[C:20]=1[CH2:21][CH2:22]2. (3) The product is: [N+:11]([C:14]1[C:19]([N+:11]([O-:13])=[O:12])=[C:18]([N+:24]([O-:26])=[O:25])[C:17]([N+:27]([O-:29])=[O:28])=[C:16]([N+:24]([O-:26])=[O:25])[C:15]=1[N+:27]([O-:29])=[O:28])([O-:13])=[O:12]. Given the reactants NN.C=CN1C(=O)CCC1.[N+:11]([C:14]1[CH:19]=[CH:18][C:17](S(O)(=O)=O)=[C:16]([N+:24]([O-:26])=[O:25])[C:15]=1[N+:27]([O-:29])=[O:28])([O-:13])=[O:12], predict the reaction product. (4) The product is: [CH3:3][CH:2]([N:4]1[C:8]2[N:9]=[C:10]([C:18]3[CH:19]=[CH:20][C:21]([O:24][CH3:25])=[CH:22][CH:23]=3)[CH:11]=[C:12]([C:13]([OH:15])=[O:14])[C:7]=2[CH:6]=[N:5]1)[CH3:1]. Given the reactants [CH3:1][CH:2]([N:4]1[C:8]2[N:9]=[C:10]([C:18]3[CH:23]=[CH:22][C:21]([O:24][CH3:25])=[CH:20][CH:19]=3)[CH:11]=[C:12]([C:13]([O:15]CC)=[O:14])[C:7]=2[CH:6]=[N:5]1)[CH3:3].C(O)C.[OH-].[Na+], predict the reaction product. (5) Given the reactants [NH:1]1[CH2:6][CH2:5][NH:4][CH2:3][CH2:2]1.[C:7](Cl)([C:20]1[CH:25]=[CH:24][CH:23]=[CH:22][CH:21]=1)([C:14]1[CH:19]=[CH:18][CH:17]=[CH:16][CH:15]=1)[C:8]1[CH:13]=[CH:12][CH:11]=[CH:10][CH:9]=1, predict the reaction product. The product is: [C:7]([N:1]1[CH2:6][CH2:5][NH:4][CH2:3][CH2:2]1)([C:8]1[CH:13]=[CH:12][CH:11]=[CH:10][CH:9]=1)([C:20]1[CH:21]=[CH:22][CH:23]=[CH:24][CH:25]=1)[C:14]1[CH:15]=[CH:16][CH:17]=[CH:18][CH:19]=1. (6) The product is: [CH2:3]([NH:4][C:5]([C:7]1[S:8][CH:9]=[CH:10][C:11]=1[NH:12][C:13]1[CH:18]=[CH:17][N:16]=[C:15]2[NH:19][CH:20]=[CH:21][C:14]=12)=[O:6])[C:2]#[CH:22]. Given the reactants N[CH2:2][CH2:3][NH:4][C:5]([C:7]1[S:8][CH:9]=[CH:10][C:11]=1[NH:12][C:13]1[CH:18]=[CH:17][N:16]=[C:15]2[NH:19][CH:20]=[CH:21][C:14]=12)=[O:6].[CH2:22](N)C#C, predict the reaction product. (7) Given the reactants [Cl:1][C:2]1[CH:7]=[CH:6][C:5]([CH:8]([CH:16]([N:28]2CCNCC2)C2(Cl)C3C(=CC=CC=3)N=CN2)[C:9]2[CH:14]=[CH:13][C:12]([Cl:15])=[CH:11][CH:10]=2)=[CH:4][CH:3]=1.[NH2:34][C@@H:35]([CH:41]([CH3:43])[CH3:42])[C:36]([NH:38][O:39][CH3:40])=[O:37].C([N:46]([CH2:49]C)[CH2:47][CH3:48])C, predict the reaction product. The product is: [Cl:1][C:2]1[CH:7]=[CH:6][C:5]([CH:8]([C:9]2[CH:14]=[CH:13][C:12]([Cl:15])=[CH:11][CH:10]=2)[C:16]2([NH:34][C@@H:35]([CH:41]([CH3:43])[CH3:42])[C:36]([NH:38][O:39][CH3:40])=[O:37])[C:48]3[C:47](=[CH:7][CH:2]=[CH:3][CH:4]=3)[N:46]=[CH:49][NH:28]2)=[CH:4][CH:3]=1. (8) Given the reactants Cl.[F:2][C:3]([F:18])([F:17])[C:4]1[CH:5]=[CH:6][C:7]([NH:10][C@H:11]2[CH2:15][CH2:14][CH2:13][C@@H:12]2[NH2:16])=[N:8][CH:9]=1.[F:19][C:20]1[CH:28]=[CH:27][CH:26]=[C:25]([N:29]2[N:33]=[CH:32][CH:31]=[N:30]2)[C:21]=1[C:22](O)=[O:23].CCN(C(C)C)C(C)C.N1C2C(=NC=CC=2)N(O)N=1.C(Cl)CCl, predict the reaction product. The product is: [F:19][C:20]1[CH:28]=[CH:27][CH:26]=[C:25]([N:29]2[N:33]=[CH:32][CH:31]=[N:30]2)[C:21]=1[C:22]([NH:16][C@H:12]1[CH2:13][CH2:14][CH2:15][C@@H:11]1[NH:10][C:7]1[CH:6]=[CH:5][C:4]([C:3]([F:2])([F:17])[F:18])=[CH:9][N:8]=1)=[O:23]. (9) Given the reactants C([N:4]1[CH2:8][CH2:7][N:6]([C:9]2[CH:14]=[C:13](Cl)[CH:12]=[CH:11][C:10]=2[C:16]([N:18]2[CH2:23][CH2:22][N:21]([C:24]3[C:29]([CH3:30])=[CH:28][C:27]([CH3:31])=[CH:26][N:25]=3)[CH2:20][CH2:19]2)=[O:17])[C:5]1=[O:32])(=O)C.[S:33]1(=[O:39])(=[O:38])[CH2:37][CH2:36][CH2:35][NH:34]1, predict the reaction product. The product is: [CH3:30][C:29]1[C:24]([N:21]2[CH2:20][CH2:19][N:18]([C:16]([C:10]3[CH:11]=[CH:12][C:13]([N:34]4[CH2:35][CH2:36][CH2:37][S:33]4(=[O:39])=[O:38])=[CH:14][C:9]=3[N:6]3[CH2:7][CH2:8][NH:4][C:5]3=[O:32])=[O:17])[CH2:23][CH2:22]2)=[N:25][CH:26]=[C:27]([CH3:31])[CH:28]=1. (10) Given the reactants C[C:2]1[C:3](C)=[N:4][C:5]2[C:10]([CH:11]=1)=[C:9]([F:12])[CH:8]=[C:7]([CH2:13][CH2:14][CH3:15])[C:6]=2[C:16]#[C:17]CO.[OH-].[Na+].C1(C)C=CC=CC=1, predict the reaction product. The product is: [F:12][C:9]1[CH:8]=[C:7]([CH2:13][CH2:14][CH3:15])[C:6]([C:16]#[CH:17])=[C:5]2[C:10]=1[CH:11]=[CH:2][CH:3]=[N:4]2.